Dataset: Forward reaction prediction with 1.9M reactions from USPTO patents (1976-2016). Task: Predict the product of the given reaction. Given the reactants [Cl:1][C:2]1[CH:7]=[CH:6][C:5]([N+:8]([O-:10])=[O:9])=[CH:4][CH:3]=1.[S:11]([O-])([O-:13])=[O:12].[Na+].[Na+], predict the reaction product. The product is: [Cl:1][C:2]1[CH:7]=[CH:6][C:5]([N+:8]([O-:10])=[O:9])=[CH:4][C:3]=1[S:11]([OH:13])=[O:12].